Dataset: Reaction yield outcomes from USPTO patents with 853,638 reactions. Task: Predict the reaction yield, written as a fraction of the theoretical maximum amount of product (1.0 means a 100% yield; for example, 0.34 means a 34% yield). (1) The reactants are [Cl:1][C:2]1[CH:7]=[CH:6][C:5]([OH:8])=[CH:4][C:3]=1[C:9]([F:12])([F:11])[F:10].F[C:14]1[CH:21]=[CH:20][C:17]([CH:18]=[O:19])=[CH:16][CH:15]=1.C([O-])([O-])=O.[K+].[K+]. The catalyst is CN(C=O)C. The product is [Cl:1][C:2]1[CH:7]=[CH:6][C:5]([O:8][C:14]2[CH:21]=[CH:20][C:17]([CH:18]=[O:19])=[CH:16][CH:15]=2)=[CH:4][C:3]=1[C:9]([F:10])([F:11])[F:12]. The yield is 1.00. (2) The reactants are [N:1]([C:9](OC(C)C)=O)=[N:2][C:3](OC(C)C)=O.[CH:15]([O-:17])=[O:16].[NH4+:18].[NH2:19][C:20]1[S:24][C:23]([C:25]2[C:30]([F:31])=[CH:29][CH:28]=[CH:27][C:26]=2[F:32])=[N:22][C:21]=1[C:33]([OH:35])=O.[CH3:36][CH2:37][N:38](C(C)C)C(C)C.[CH3:45][CH2:46][CH2:47]P(=O)=O.NN.[CH3:53]O. The catalyst is C1COCC1.CCO.[Pd]. The product is [NH2:19][C:20]1[S:24][C:23]([C:25]2[C:26]([F:32])=[CH:27][CH:28]=[CH:29][C:30]=2[F:31])=[N:22][C:21]=1[C:33]([NH:38][C:37]1[CH:9]=[N:1][N:2]([CH3:3])[C:36]=1[CH:15]1[O:17][CH2:53][CH:46]([CH2:47][NH2:18])[CH2:45][O:16]1)=[O:35]. The yield is 0.0100. (3) The reactants are Br[C:2]1[C:10]2[O:9][C:8]([C:11]3[CH:16]=[CH:15][C:14]([OH:17])=[C:13]([F:18])[CH:12]=3)=[N:7][C:6]=2[CH:5]=[C:4]([OH:19])[CH:3]=1.[CH2:20]([Sn](CCCC)(CCCC)C=C)[CH2:21]CC.C(OCCOCC)C. The catalyst is CC1C=CC=CC=1[P](C1C=CC=CC=1C)([Pd](Cl)(Cl)[P](C1=C(C)C=CC=C1)(C1C=CC=CC=1C)C1C=CC=CC=1C)C1C=CC=CC=1C. The product is [F:18][C:13]1[CH:12]=[C:11]([C:8]2[O:9][C:10]3[C:2]([CH:20]=[CH2:21])=[CH:3][C:4]([OH:19])=[CH:5][C:6]=3[N:7]=2)[CH:16]=[CH:15][C:14]=1[OH:17]. The yield is 0.720. (4) The reactants are [CH:1]([C:3]1[N:12]=[CH:11][C:10]([CH:13]=[CH2:14])=[CH:9][C:4]=1[C:5]([O:7]C)=O)=[CH2:2].[CH3:15][O:16][C:17]1[CH:24]=[CH:23][C:20]([CH2:21][NH2:22])=[CH:19][CH:18]=1. The catalyst is CC(N(C)C)=O. The product is [CH3:15][O:16][C:17]1[CH:24]=[CH:23][C:20]([CH2:21][N:22]2[CH2:2][CH2:1][C:3]3[N:12]=[CH:11][C:10]([CH:13]=[CH2:14])=[CH:9][C:4]=3[C:5]2=[O:7])=[CH:19][CH:18]=1. The yield is 0.920. (5) The reactants are C(OC(N[C@H:9]([CH2:30][C:31]1[CH:36]=[C:35]([F:37])[C:34]([F:38])=[CH:33][C:32]=1[F:39])[CH2:10][C:11]([N:13]1[CH2:18][CH2:17][N:16]2[C:19]([C:26]([F:29])([F:28])[F:27])=[N:20][C:21]([C:22]([O:24]C)=[O:23])=[C:15]2[CH2:14]1)=[O:12])=O)(C)(C)C.[OH-:40].[Na+].Cl.[CH3:43][OH:44]. No catalyst specified. The product is [C:31]([O:40][C:43]([C@H:9]([CH2:30][C:31]1[CH:36]=[C:35]([F:37])[C:34]([F:38])=[CH:33][C:32]=1[F:39])[CH2:10][C:11]([N:13]1[CH2:18][CH2:17][N:16]2[C:19]([C:26]([F:27])([F:29])[F:28])=[N:20][C:21]([C:22]([OH:24])=[O:23])=[C:15]2[CH2:14]1)=[O:12])=[O:44])([CH3:36])([CH3:32])[CH3:30]. The yield is 1.00. (6) The reactants are Br[C:2](Br)=[CH:3][C:4]1[CH:9]=[CH:8][CH:7]=[CH:6][C:5]=1[NH2:10].[S:12]1[CH:16]=[CH:15][C:14](B(O)O)=[CH:13]1.[O-]P([O-])([O-])=O.[K+].[K+].[K+].O. The catalyst is C1(C)C=CC=CC=1.CC([O-])=O.CC([O-])=O.[Pd+2].COC1C=CC=C(OC)C=1C1C=CC=CC=1P(C1CCCCC1)C1CCCCC1. The product is [S:12]1[CH:16]=[CH:15][C:14]([C:2]2[NH:10][C:5]3[C:4]([CH:3]=2)=[CH:9][CH:8]=[CH:7][CH:6]=3)=[CH:13]1. The yield is 0.860. (7) The reactants are [Cl-].O[NH3+:3].[C:4](=[O:7])([O-])[OH:5].[Na+].CS(C)=O.[CH:13]([O:16][C:17]1[N:22]=[CH:21][C:20]([N:23]2[C:28](=[O:29])[C:27]([CH2:30][C:31]3[CH:36]=[CH:35][C:34]([C:37]4[C:38]([C:43]#[N:44])=[CH:39][CH:40]=[CH:41][CH:42]=4)=[CH:33][CH:32]=3)=[C:26]([CH2:45][CH2:46][CH3:47])[N:25]=[C:24]2[CH3:48])=[CH:19][CH:18]=1)([CH3:15])[CH3:14]. The catalyst is O.C(OCC)(=O)C. The product is [CH:13]([O:16][C:17]1[N:22]=[CH:21][C:20]([N:23]2[C:28](=[O:29])[C:27]([CH2:30][C:31]3[CH:36]=[CH:35][C:34]([C:37]4[CH:42]=[CH:41][CH:40]=[CH:39][C:38]=4[C:43]4[NH:3][C:4](=[O:7])[O:5][N:44]=4)=[CH:33][CH:32]=3)=[C:26]([CH2:45][CH2:46][CH3:47])[N:25]=[C:24]2[CH3:48])=[CH:19][CH:18]=1)([CH3:15])[CH3:14]. The yield is 0.730. (8) The reactants are [C:1]([O:5][C:6]([N:8]1[CH2:12][CH2:11][CH2:10][C@H:9]1[C@H:13]([O:19][CH3:20])[C@@H:14]([CH3:18])[C:15]([OH:17])=O)=[O:7])([CH3:4])([CH3:3])[CH3:2].CN(C(ON1N=N[C:31]2[CH:32]=[CH:33][CH:34]=N[C:30]1=2)=[N+](C)C)C.F[P-](F)(F)(F)(F)F.C([N:47]([CH2:50][CH3:51])CC)C.C([O:55][CH2:56][CH3:57])(=O)C. The catalyst is ClCCl.CN(C)C=O. The product is [OH:55][C@@H:56]([C:57]1[CH:34]=[CH:33][CH:32]=[CH:31][CH:30]=1)[C@H:50]([NH:47][C:15](=[O:17])[C@H:14]([CH3:18])[C@H:13]([C@@H:9]1[CH2:10][CH2:11][CH2:12][N:8]1[C:6]([O:5][C:1]([CH3:2])([CH3:3])[CH3:4])=[O:7])[O:19][CH3:20])[CH3:51]. The yield is 0.740. (9) The reactants are C([O:3][C:4](=[O:21])[C:5]1[CH:10]=[C:9]([C:11]2[N:12]([CH3:20])[C:13]3[C:18]([CH:19]=2)=[CH:17][CH:16]=[CH:15][CH:14]=3)[CH:8]=[N:7][CH:6]=1)C.[Li+].[OH-]. The catalyst is CO. The product is [NH4+:7].[OH-:3].[CH3:20][N:12]1[C:13]2[C:18](=[CH:17][CH:16]=[CH:15][CH:14]=2)[CH:19]=[C:11]1[C:9]1[CH:8]=[N:7][CH:6]=[C:5]([CH:10]=1)[C:4]([OH:21])=[O:3]. The yield is 0.00100.